From a dataset of Catalyst prediction with 721,799 reactions and 888 catalyst types from USPTO. Predict which catalyst facilitates the given reaction. (1) Reactant: C(OC[N:10]1[C:14]([C:15]2[CH:20]=[CH:19][N:18]=[C:17]([C:21]#[N:22])[CH:16]=2)=[N:13][C:12]([C:23]2[CH:28]=[CH:27][N:26]=[C:25]([CH3:29])[CH:24]=2)=[N:11]1)C1C=CC=CC=1.CC(O)C.O.[C:35]1([CH3:45])[CH:40]=[CH:39][C:38]([S:41]([OH:44])(=[O:43])=[O:42])=[CH:37][CH:36]=1. Product: [C:35]1([CH3:45])[CH:36]=[CH:37][C:38]([S:41]([OH:44])(=[O:42])=[O:43])=[CH:39][CH:40]=1.[C:21]([C:17]1[CH:16]=[C:15]([C:14]2[NH:10][N:11]=[C:12]([C:23]3[CH:28]=[CH:27][N:26]=[C:25]([CH3:29])[CH:24]=3)[N:13]=2)[CH:20]=[CH:19][N:18]=1)#[N:22]. The catalyst class is: 11. (2) Reactant: [Cl:1][C:2]1[N:3]([C:14]2[CH:19]=[CH:18][CH:17]=[CH:16][C:15]=2[O:20][CH2:21][CH2:22][CH2:23][O:24][CH3:25])[C:4]2[C:9]([C:10]=1[C:11]([OH:13])=O)=[CH:8][CH:7]=[CH:6][CH:5]=2.CN1CCOCC1.F[B-](F)(F)F.C(OC(C(=NOC(N(C)C)=[N+](C)C)C#N)=O)C.[N:55]1([C:61]([O:63][C:64]([CH3:67])([CH3:66])[CH3:65])=[O:62])[CH2:60][CH2:59][NH:58][CH2:57][CH2:56]1. Product: [C:64]([O:63][C:61]([N:55]1[CH2:60][CH2:59][N:58]([C:11]([C:10]2[C:9]3[C:4](=[CH:5][CH:6]=[CH:7][CH:8]=3)[N:3]([C:14]3[CH:19]=[CH:18][CH:17]=[CH:16][C:15]=3[O:20][CH2:21][CH2:22][CH2:23][O:24][CH3:25])[C:2]=2[Cl:1])=[O:13])[CH2:57][CH2:56]1)=[O:62])([CH3:67])([CH3:65])[CH3:66]. The catalyst class is: 3.